From a dataset of Forward reaction prediction with 1.9M reactions from USPTO patents (1976-2016). Predict the product of the given reaction. (1) Given the reactants FC(F)(F)C(O)=O.FC(F)(F)C(O)=O.[F:15][C:16]([F:38])([F:37])[C:17]1[CH:18]=[C:19]([N:23]2[CH2:28][CH2:27][CH:26]([C:29]([N:31]3[CH2:35][CH2:34][C@H:33]([NH2:36])[CH2:32]3)=[O:30])[CH2:25][CH2:24]2)[CH:20]=[CH:21][CH:22]=1.[OH:39][C:40]1([C:47]2[CH:52]=[CH:51][CH:50]=[CH:49][N:48]=2)[CH2:45][CH2:44][C:43](=O)[CH2:42][CH2:41]1.C(N(CC)CC)C.C(O[BH-](OC(=O)C)OC(=O)C)(=O)C.[Na+], predict the reaction product. The product is: [N:48]1[CH:49]=[CH:50][CH:51]=[CH:52][C:47]=1[C:40]1([OH:39])[CH2:45][CH2:44][CH:43]([NH:36][C@H:33]2[CH2:34][CH2:35][N:31]([C:29]([CH:26]3[CH2:27][CH2:28][N:23]([C:19]4[CH:20]=[CH:21][CH:22]=[C:17]([C:16]([F:15])([F:37])[F:38])[CH:18]=4)[CH2:24][CH2:25]3)=[O:30])[CH2:32]2)[CH2:42][CH2:41]1. (2) Given the reactants [CH:1]([C:3]1[NH:7][C:6]([CH3:8])=[C:5]([C:9]2[CH:17]=[CH:16][C:12]([C:13]([OH:15])=O)=[CH:11][CH:10]=2)[C:4]=1[CH3:18])=[O:2].[CH3:19][N:20]1[CH2:25][CH2:24][NH:23][CH2:22][CH2:21]1, predict the reaction product. The product is: [CH3:18][C:4]1[C:5]([C:9]2[CH:10]=[CH:11][C:12]([C:13]([N:23]3[CH2:24][CH2:25][N:20]([CH3:19])[CH2:21][CH2:22]3)=[O:15])=[CH:16][CH:17]=2)=[C:6]([CH3:8])[NH:7][C:3]=1[CH:1]=[O:2]. (3) Given the reactants Br[C:2]1[CH:3]=[C:4]([F:13])[C:5]([O:8][CH2:9][CH:10]2[CH2:12][CH2:11]2)=[N:6][CH:7]=1.C(N(CC)CC)C.[CH3:21][OH:22].CN([CH:26]=[O:27])C, predict the reaction product. The product is: [CH:10]1([CH2:9][O:8][C:5]2[C:4]([F:13])=[CH:3][C:2]([C:21]([O:27][CH3:26])=[O:22])=[CH:7][N:6]=2)[CH2:12][CH2:11]1. (4) Given the reactants Cl.[F:2][CH:3]1[CH2:6][NH:5][CH2:4]1.C(N(C(C)C)C(C)C)C.[CH2:16]([O:23][C:24]([N:26]1[CH2:31][CH2:30][CH:29]([C:32]2[N:33]([CH2:48][CH:49]=O)[CH:34]=[C:35]([C:37]3[CH:42]=[CH:41][C:40]([F:43])=[C:39]([C:44]([F:47])([F:46])[F:45])[CH:38]=3)[N:36]=2)[CH2:28][CH2:27]1)=[O:25])[C:17]1[CH:22]=[CH:21][CH:20]=[CH:19][CH:18]=1.C(O[BH-](OC(=O)C)OC(=O)C)(=O)C.[Na+], predict the reaction product. The product is: [F:43][C:40]1[CH:41]=[CH:42][C:37]([C:35]2[N:36]=[C:32]([CH:29]3[CH2:30][CH2:31][N:26]([C:24]([O:23][CH2:16][C:17]4[CH:22]=[CH:21][CH:20]=[CH:19][CH:18]=4)=[O:25])[CH2:27][CH2:28]3)[N:33]([CH2:48][CH2:49][N:5]3[CH2:6][CH:3]([F:2])[CH2:4]3)[CH:34]=2)=[CH:38][C:39]=1[C:44]([F:45])([F:46])[F:47]. (5) Given the reactants [CH2:1]([C:8]1[O:12][N:11]=[C:10]([C:13]([O:15]CC)=O)[N:9]=1)[C:2]1[CH:7]=[CH:6][CH:5]=[CH:4][CH:3]=1.Cl.[Cl:19][C:20]1[CH:21]=[C:22]2[C:26](=[CH:27][CH:28]=1)[NH:25][CH:24]=[C:23]2[CH2:29][CH2:30][NH2:31].C(N(CC)C(C)C)(C)C, predict the reaction product. The product is: [CH2:1]([C:8]1[O:12][N:11]=[C:10]([C:13]([NH:31][CH2:30][CH2:29][C:23]2[C:22]3[C:26](=[CH:27][CH:28]=[C:20]([Cl:19])[CH:21]=3)[NH:25][CH:24]=2)=[O:15])[N:9]=1)[C:2]1[CH:3]=[CH:4][CH:5]=[CH:6][CH:7]=1. (6) Given the reactants N[CH:2]([C:4]([OH:6])=[O:5])[CH3:3].[C:16]([OH:18])(=[O:17])[CH2:15][CH2:14]CCCC[CH2:14][CH2:15][C:16]([OH:18])=[O:17].C1(=O)NCCCCC1, predict the reaction product. The product is: [C:4]([OH:6])(=[O:5])[CH2:2][CH2:3][CH2:14][CH2:15][C:16]([OH:18])=[O:17]. (7) The product is: [NH2:11][CH2:12][CH2:13][CH2:14][CH:15]1[CH2:20][CH2:19][CH:18]([CH2:21][CH2:22][CH2:23][NH2:24])[CH2:17][CH2:16]1.[CH3:1][C:7]([CH2:38][C:37]([OH:40])=[O:39])=[O:8]. Given the reactants [C:1]1([CH2:7][O:8]C([NH:11][CH2:12][CH2:13][CH2:14][C:15]2[CH:20]=[CH:19][C:18]([CH2:21][CH2:22][CH2:23][NH:24]C(OCC3C=CC=CC=3)=O)=[CH:17][CH:16]=2)=O)C=CC=CC=1.[H][H].[C:37]([OH:40])(=[O:39])[CH3:38], predict the reaction product. (8) The product is: [Cl:4][C:5]1[N:10]=[C:9]([O:2][CH3:1])[N:8]=[C:7]([NH:15][C@H:16]([C:18]([F:21])([F:20])[F:19])[CH3:17])[C:6]=1[C:22]1[C:27]([F:28])=[CH:26][C:25]([F:29])=[CH:24][C:23]=1[F:30]. Given the reactants [CH3:1][O-:2].[Na+].[Cl:4][C:5]1[N:10]=[C:9](S(C)(=O)=O)[N:8]=[C:7]([NH:15][C@H:16]([C:18]([F:21])([F:20])[F:19])[CH3:17])[C:6]=1[C:22]1[C:27]([F:28])=[CH:26][C:25]([F:29])=[CH:24][C:23]=1[F:30], predict the reaction product. (9) Given the reactants [C:1]([C:4]1[CH:9]=[CH:8][CH:7]=[C:6]([F:10])[C:5]=1[NH:11]C(=O)C(F)(F)F)(=[O:3])[CH3:2], predict the reaction product. The product is: [NH2:11][C:5]1[C:6]([F:10])=[CH:7][CH:8]=[CH:9][C:4]=1[C:1](=[O:3])[CH3:2]. (10) Given the reactants [Br:1][CH2:2][CH2:3][CH2:4][CH2:5][CH2:6][CH2:7][CH2:8][CH2:9][CH2:10][CH2:11][CH2:12][O:13][C:14]1[CH:19]=[CH:18][C:17]([CH:20]2[CH2:25][CH2:24][CH:23]([OH:26])[CH2:22][CH2:21]2)=[CH:16][CH:15]=1.[CH2:27]([O:35][C:36]1[CH:44]=[CH:43][C:39]([C:40](Cl)=[O:41])=[CH:38][CH:37]=1)[CH2:28][CH2:29][CH2:30][CH2:31][CH2:32][CH2:33][CH3:34], predict the reaction product. The product is: [Br:1][CH2:2][CH2:3][CH2:4][CH2:5][CH2:6][CH2:7][CH2:8][CH2:9][CH2:10][CH2:11][CH2:12][O:13][C:14]1[CH:19]=[CH:18][C:17]([CH:20]2[CH2:21][CH2:22][CH:23]([O:26][C:40](=[O:41])[C:39]3[CH:38]=[CH:37][C:36]([O:35][CH2:27][CH2:28][CH2:29][CH2:30][CH2:31][CH2:32][CH2:33][CH3:34])=[CH:44][CH:43]=3)[CH2:24][CH2:25]2)=[CH:16][CH:15]=1.